Dataset: Full USPTO retrosynthesis dataset with 1.9M reactions from patents (1976-2016). Task: Predict the reactants needed to synthesize the given product. (1) Given the product [CH3:16][NH:15][C:13]([C:3]1[C:2]([NH:1][C:29](=[O:30])[CH2:28][N:21]2[C:22]3[CH2:23][CH2:24][CH2:25][CH2:26][C:27]=3[C:19]([C:18]([F:32])([F:17])[F:33])=[N:20]2)=[C:6]2[C:7](=[O:12])[N:8]([CH3:11])[CH2:9][CH2:10][N:5]2[N:4]=1)=[O:14], predict the reactants needed to synthesize it. The reactants are: [NH2:1][C:2]1[C:3]([C:13]([NH:15][CH3:16])=[O:14])=[N:4][N:5]2[CH2:10][CH2:9][N:8]([CH3:11])[C:7](=[O:12])[C:6]=12.[F:17][C:18]([F:33])([F:32])[C:19]1[C:27]2[CH2:26][CH2:25][CH2:24][CH2:23][C:22]=2[N:21]([CH2:28][C:29](O)=[O:30])[N:20]=1.[I-].ClC1C=CC=C[N+]=1C.C(N(CC)C(C)C)(C)C. (2) The reactants are: [N:1]1[N:2]=[C:3]([NH:6][CH:7]2[CH2:10][CH:9]([C:11]([O:13][CH2:14][CH3:15])=[O:12])[CH2:8]2)[NH:4][CH:5]=1.[C:16]([C:18]1[CH:23]=[CH:22][CH:21]=[CH:20][C:19]=1[C:24]1[CH:29]=[CH:28][C:27]([CH2:30][CH:31]([C:37](=O)[CH2:38][CH2:39][CH3:40])[C:32](OCC)=[O:33])=[C:26]([F:42])[CH:25]=1)#[N:17].Cl. Given the product [C:16]([C:18]1[CH:23]=[CH:22][CH:21]=[CH:20][C:19]=1[C:24]1[CH:29]=[CH:28][C:27]([CH2:30][C:31]2[C:32](=[O:33])[N:6]([C@H:7]3[CH2:8][C@H:9]([C:11]([O:13][CH2:14][CH3:15])=[O:12])[CH2:10]3)[C:3]3[N:2]([N:1]=[CH:5][N:4]=3)[C:37]=2[CH2:38][CH2:39][CH3:40])=[C:26]([F:42])[CH:25]=1)#[N:17], predict the reactants needed to synthesize it. (3) Given the product [Br:1][C:2]1[CH:3]=[CH:4][C:5]([S:8][CH:9]([CH2:14][CH2:15][N:24]2[C:23](=[O:27])[C:22]3[CH:28]=[CH:29][C:19]([O:18][CH3:17])=[CH:20][C:21]=3[N:26]=[N:25]2)[C:10]([O:12][CH3:13])=[O:11])=[CH:6][CH:7]=1, predict the reactants needed to synthesize it. The reactants are: [Br:1][C:2]1[CH:7]=[CH:6][C:5]([S:8][CH:9]([CH2:14][CH2:15]O)[C:10]([O:12][CH3:13])=[O:11])=[CH:4][CH:3]=1.[CH3:17][O:18][C:19]1[CH:29]=[CH:28][C:22]2[C:23](=[O:27])[NH:24][N:25]=[N:26][C:21]=2[CH:20]=1.C1(P(C2C=CC=CC=2)C2C=CC=CC=2)C=CC=CC=1.CC(OC(/N=N/C(OC(C)C)=O)=O)C. (4) Given the product [CH:31]1([CH2:30][N:26]2[CH2:27][CH2:28][N:23]([C:18]3[CH:19]=[C:20]4[C:15](=[CH:16][CH:17]=3)[N:14]=[CH:13][N:12]([C:3]3[CH:4]=[C:5]([CH:10]=[CH:11][C:2]=3[CH3:1])[C:6]([O:8][CH3:9])=[O:7])[C:21]4=[O:22])[CH2:24][CH2:25]2)[CH2:33][CH2:32]1, predict the reactants needed to synthesize it. The reactants are: [CH3:1][C:2]1[CH:11]=[CH:10][C:5]([C:6]([O:8][CH3:9])=[O:7])=[CH:4][C:3]=1[N:12]1[C:21](=[O:22])[C:20]2[C:15](=[CH:16][CH:17]=[C:18]([N:23]3[CH2:28][CH2:27][NH:26][CH2:25][CH2:24]3)[CH:19]=2)[N:14]=[CH:13]1.Br[CH2:30][CH:31]1[CH2:33][CH2:32]1.C(=O)([O-])[O-].[K+].[K+].CO. (5) Given the product [NH:2]([C:5]1[C:10]([CH3:11])=[CH:9][C:8]([N+:12]([O-:14])=[O:13])=[CH:7][N:6]=1)[NH2:3], predict the reactants needed to synthesize it. The reactants are: O.[NH2:2][NH2:3].Cl[C:5]1[C:10]([CH3:11])=[CH:9][C:8]([N+:12]([O-:14])=[O:13])=[CH:7][N:6]=1. (6) Given the product [NH2:21][C:18]1[CH:17]=[CH:16][C:15]([S:12]([N:11]([O:24][CH:25]([CH2:28][CH3:29])[CH2:26][CH3:27])[CH2:10][C@@H:9]([OH:30])[C@@H:8]([NH:31][C:32](=[O:42])[O:33][C@@H:34]2[C@H:41]3[C@H:37]([O:38][CH2:39][CH2:40]3)[O:36][CH2:35]2)[CH2:1][C:2]2[CH:3]=[CH:4][CH:5]=[CH:6][CH:7]=2)(=[O:14])=[O:13])=[CH:20][CH:19]=1, predict the reactants needed to synthesize it. The reactants are: [CH2:1]([C@H:8]([NH:31][C:32](=[O:42])[O:33][C@@H:34]1[C@H:41]2[C@H:37]([O:38][CH2:39][CH2:40]2)[O:36][CH2:35]1)[C@H:9]([OH:30])[CH2:10][N:11]([O:24][CH:25]([CH2:28][CH3:29])[CH2:26][CH3:27])[S:12]([C:15]1[CH:20]=[CH:19][C:18]([N+:21]([O-])=O)=[CH:17][CH:16]=1)(=[O:14])=[O:13])[C:2]1[CH:7]=[CH:6][CH:5]=[CH:4][CH:3]=1. (7) The reactants are: C([N:4]1[C:9]2=[CH:10][CH:11]=[C:12]3[C:17]([N:16]=[C:15]([CH:18]([CH3:20])[CH3:19])[N:14]([C:21]4[CH:26]=[CH:25][C:24]([Cl:27])=[CH:23][CH:22]=4)[C:13]3=[O:28])=[C:8]2[CH2:7][CH2:6][CH2:5]1)(=O)C.Cl.C(=O)([O-])O.[Na+]. Given the product [Cl:27][C:24]1[CH:23]=[CH:22][C:21]([N:14]2[C:13](=[O:28])[C:12]3[C:17](=[C:8]4[CH2:7][CH2:6][CH2:5][NH:4][C:9]4=[CH:10][CH:11]=3)[N:16]=[C:15]2[CH:18]([CH3:20])[CH3:19])=[CH:26][CH:25]=1, predict the reactants needed to synthesize it.